From a dataset of Full USPTO retrosynthesis dataset with 1.9M reactions from patents (1976-2016). Predict the reactants needed to synthesize the given product. (1) Given the product [Br:12][C:10]1[CH:9]=[C:4]([CH:3]=[C:2]([C:17]2[CH:18]=[CH:19][C:14]([F:13])=[CH:15][CH:16]=2)[CH:11]=1)[C:5]([O:7][CH3:8])=[O:6].[F:13][C:14]1[CH:19]=[CH:18][C:17]([C:2]2[CH:3]=[C:4]([CH:9]=[C:10]([C:17]3[CH:18]=[CH:19][C:14]([F:13])=[CH:15][CH:16]=3)[CH:11]=2)[C:5]([O:7][CH3:8])=[O:6])=[CH:16][CH:15]=1, predict the reactants needed to synthesize it. The reactants are: Br[C:2]1[CH:3]=[C:4]([CH:9]=[C:10]([Br:12])[CH:11]=1)[C:5]([O:7][CH3:8])=[O:6].[F:13][C:14]1[CH:19]=[CH:18][C:17](B(O)O)=[CH:16][CH:15]=1.C([O-])([O-])=O.[Na+].[Na+]. (2) Given the product [Cl:10][CH2:11][CH2:12][CH2:13][CH2:14][S:15]([NH:4][CH2:1][CH2:2][CH3:3])(=[O:17])=[O:16], predict the reactants needed to synthesize it. The reactants are: [CH2:1]([NH2:4])[CH2:2][CH3:3].C(N)(C)(C)C.[Cl:10][CH2:11][CH2:12][CH2:13][CH2:14][S:15](Cl)(=[O:17])=[O:16]. (3) Given the product [ClH:57].[F:1][C:2]1[CH:3]=[C:4]([CH:53]=[C:54]([F:56])[CH:55]=1)[CH2:5][C@H:6]([NH:24][C:25]([C:27]1[C:28]2[CH2:29][CH2:30][N:31]([CH:46]([CH2:47][CH2:48][CH3:49])[CH2:50][CH2:51][CH3:52])[C:32](=[O:45])[C:33]=2[CH:34]=[C:35]([C:37]2[CH:42]=[CH:41][CH:40]=[CH:39][C:38]=2[C:43]#[N:44])[CH:36]=1)=[O:26])[C@H:7]([OH:23])[CH2:8][NH:9][C:10]1([C:13]2[CH:18]=[CH:17][CH:16]=[C:15]([C:19]([F:22])([F:21])[F:20])[CH:14]=2)[CH2:12][CH2:11]1, predict the reactants needed to synthesize it. The reactants are: [F:1][C:2]1[CH:3]=[C:4]([CH:53]=[C:54]([F:56])[CH:55]=1)[CH2:5][C@H:6]([NH:24][C:25]([C:27]1[C:28]2[CH2:29][CH2:30][N:31]([CH:46]([CH2:50][CH2:51][CH3:52])[CH2:47][CH2:48][CH3:49])[C:32](=[O:45])[C:33]=2[CH:34]=[C:35]([C:37]2[CH:42]=[CH:41][CH:40]=[CH:39][C:38]=2[C:43]#[N:44])[CH:36]=1)=[O:26])[C@H:7]([OH:23])[CH2:8][NH:9][C:10]1([C:13]2[CH:18]=[CH:17][CH:16]=[C:15]([C:19]([F:22])([F:21])[F:20])[CH:14]=2)[CH2:12][CH2:11]1.[ClH:57]. (4) Given the product [NH2:1][CH:4]1[CH2:9][CH2:8][N:7]([C:10]([O:12][CH2:13][C:14]2[CH:19]=[CH:18][C:17]([N+:20]([O-:22])=[O:21])=[CH:16][CH:15]=2)=[O:11])[CH2:6][CH2:5]1, predict the reactants needed to synthesize it. The reactants are: [N:1]([CH:4]1[CH2:9][CH2:8][N:7]([C:10]([O:12][CH2:13][C:14]2[CH:19]=[CH:18][C:17]([N+:20]([O-:22])=[O:21])=[CH:16][CH:15]=2)=[O:11])[CH2:6][CH2:5]1)=[N+]=[N-].C1(P(C2C=CC=CC=2)C2C=CC=CC=2)C=CC=CC=1.O.O.O.O.O.O.O.O.O.O.S([O-])([O-])(=O)=O.[Na+].[Na+]. (5) Given the product [CH3:19][C:12]1[CH:11]=[C:10]2[C:15]([C:16](=[O:18])[NH:17][C:8]([C:3]3[CH:4]=[CH:5][CH:6]=[CH:7][C:2]=3[O:1][C:22](=[O:23])[C:21]([CH3:32])([CH3:31])[CH3:20])=[N:9]2)=[CH:14][CH:13]=1, predict the reactants needed to synthesize it. The reactants are: [OH:1][C:2]1[CH:7]=[CH:6][CH:5]=[CH:4][C:3]=1[C:8]1[NH:17][C:16](=[O:18])[C:15]2[C:10](=[CH:11][C:12]([CH3:19])=[CH:13][CH:14]=2)[N:9]=1.[CH3:20][C:21]([CH3:32])([CH3:31])[C:22](O[C:22](=[O:23])[C:21]([CH3:32])([CH3:31])[CH3:20])=[O:23].N1C=CC=CC=1.O.